This data is from Forward reaction prediction with 1.9M reactions from USPTO patents (1976-2016). The task is: Predict the product of the given reaction. (1) Given the reactants ClC(Cl)(Cl)C(=N)O[CH:5]([C:7]1[C:15]2[N:14]=[CH:13][N:12]([CH2:16][CH3:17])[C:11]=2[CH:10]=[C:9]([C:18]([F:21])([F:20])[F:19])[CH:8]=1)[CH3:6].[OH:25][CH2:26][C:27]1([C:40]2[CH:45]=[CH:44][CH:43]=[CH:42][CH:41]=2)[CH2:32][CH2:31][N:30]([C:33]([O:35][C:36]([CH3:39])([CH3:38])[CH3:37])=[O:34])[CH2:29][CH2:28]1.ClC(Cl)C.C1CCCCC1, predict the reaction product. The product is: [CH2:16]([N:12]1[C:11]2[CH:10]=[C:9]([C:18]([F:21])([F:19])[F:20])[CH:8]=[C:7]([CH:5]([O:25][CH2:26][C:27]3([C:40]4[CH:41]=[CH:42][CH:43]=[CH:44][CH:45]=4)[CH2:32][CH2:31][N:30]([C:33]([O:35][C:36]([CH3:38])([CH3:39])[CH3:37])=[O:34])[CH2:29][CH2:28]3)[CH3:6])[C:15]=2[N:14]=[CH:13]1)[CH3:17]. (2) Given the reactants C([Si]([O:18][CH2:19][CH2:20][C@H:21]([CH3:34])[CH2:22][S:23][C:24]1[CH:33]=[CH:32][C:31]2[C:26](=[CH:27][CH:28]=[CH:29][CH:30]=2)[CH:25]=1)(C1C=CC=CC=1)C1C=CC=CC=1)(C)(C)C.[F-], predict the reaction product. The product is: [CH3:34][C@H:21]([CH2:22][S:23][C:24]1[CH:33]=[CH:32][C:31]2[C:26](=[CH:27][CH:28]=[CH:29][CH:30]=2)[CH:25]=1)[CH2:20][CH2:19][OH:18].